This data is from Reaction yield outcomes from USPTO patents with 853,638 reactions. The task is: Predict the reaction yield, written as a fraction of the theoretical maximum amount of product (1.0 means a 100% yield; for example, 0.34 means a 34% yield). (1) The reactants are O1CCOCC1.[O:7]1[CH2:11][CH2:10][O:9][CH:8]1[C:12]1[CH:13]=[C:14](B(O)O)[C:15]([F:18])=[N:16][CH:17]=1.Cl[C:23]1[N:28]=[C:27]([CH3:29])[N:26]=[C:25]([S:30][CH3:31])[N:24]=1.C([O-])([O-])=O.[Na+].[Na+]. The catalyst is C1C=CC([P]([Pd]([P](C2C=CC=CC=2)(C2C=CC=CC=2)C2C=CC=CC=2)([P](C2C=CC=CC=2)(C2C=CC=CC=2)C2C=CC=CC=2)[P](C2C=CC=CC=2)(C2C=CC=CC=2)C2C=CC=CC=2)(C2C=CC=CC=2)C2C=CC=CC=2)=CC=1.O. The product is [O:7]1[CH2:11][CH2:10][O:9][CH:8]1[C:12]1[CH:13]=[C:14]([C:23]2[N:28]=[C:27]([CH3:29])[N:26]=[C:25]([S:30][CH3:31])[N:24]=2)[C:15]([F:18])=[N:16][CH:17]=1. The yield is 0.483. (2) The reactants are [N:1]1([C:7]([O:9][C:10]([CH3:13])([CH3:12])[CH3:11])=[O:8])[CH2:6][CH2:5][NH:4][CH2:3][CH2:2]1.Cl[C:15]1[C:20]([Cl:21])=[CH:19][CH:18]=[CH:17][N:16]=1.C(N(C(C)C)CC)(C)C. The catalyst is CN(C=O)C. The product is [Cl:21][C:20]1[C:15]([N:4]2[CH2:5][CH2:6][N:1]([C:7]([O:9][C:10]([CH3:13])([CH3:12])[CH3:11])=[O:8])[CH2:2][CH2:3]2)=[N:16][CH:17]=[CH:18][CH:19]=1. The yield is 0.200.